Predict the product of the given reaction. From a dataset of Forward reaction prediction with 1.9M reactions from USPTO patents (1976-2016). Given the reactants [CH3:1][O:2][C:3]1[CH:4]=[C:5]([N:12]2[CH2:17][CH2:16][N:15]([CH:18]3[CH2:23][CH2:22][NH:21][CH2:20][CH2:19]3)[CH2:14][CH2:13]2)[CH:6]=[CH:7][C:8]=1[N+:9]([O-:11])=[O:10].C([O-])([O-])=O.[Na+].[Na+].I[CH:31]([F:33])[CH3:32].O, predict the reaction product. The product is: [F:33][CH2:31][CH2:32][N:21]1[CH2:22][CH2:23][CH:18]([N:15]2[CH2:14][CH2:13][N:12]([C:5]3[CH:6]=[CH:7][C:8]([N+:9]([O-:11])=[O:10])=[C:3]([O:2][CH3:1])[CH:4]=3)[CH2:17][CH2:16]2)[CH2:19][CH2:20]1.